Dataset: Forward reaction prediction with 1.9M reactions from USPTO patents (1976-2016). Task: Predict the product of the given reaction. Given the reactants [OH:1][NH:2][C:3](=[NH:12])[C:4]1[CH:9]=[CH:8][C:7]([CH2:10][OH:11])=[CH:6][CH:5]=1.[CH2:13]([N:15]([CH2:26][CH3:27])[C:16]1[CH:17]=[C:18]([CH:22]=[C:23]([CH3:25])[N:24]=1)[C:19](O)=O)[CH3:14], predict the reaction product. The product is: [CH2:26]([N:15]([CH2:13][CH3:14])[C:16]1[CH:17]=[C:18]([C:19]2[O:1][N:2]=[C:3]([C:4]3[CH:5]=[CH:6][C:7]([CH2:10][OH:11])=[CH:8][CH:9]=3)[N:12]=2)[CH:22]=[C:23]([CH3:25])[N:24]=1)[CH3:27].